Dataset: Forward reaction prediction with 1.9M reactions from USPTO patents (1976-2016). Task: Predict the product of the given reaction. (1) The product is: [F:16][C:2]([F:1])([F:17])[C:3]1[CH:4]=[C:5]([CH:13]=[CH:14][CH:15]=1)[C:6]([NH:8][CH2:9][C:10]([NH:33][C@@H:34]1[CH2:39][CH2:38][C@H:37]([NH:40][C:41](=[O:47])[O:42][C:43]([CH3:45])([CH3:44])[CH3:46])[CH2:36][CH2:35]1)=[O:12])=[O:7]. Given the reactants [F:1][C:2]([F:17])([F:16])[C:3]1[CH:4]=[C:5]([CH:13]=[CH:14][CH:15]=1)[C:6]([NH:8][CH2:9][C:10]([OH:12])=O)=[O:7].C(N(CC)CC)C.ClC(OCC(C)C)=O.[NH2:33][C@@H:34]1[CH2:39][CH2:38][C@H:37]([NH:40][C:41](=[O:47])[O:42][C:43]([CH3:46])([CH3:45])[CH3:44])[CH2:36][CH2:35]1, predict the reaction product. (2) Given the reactants C([O:8][C:9]1[CH:21]=[CH:20][C:12]2[C:13]([C:16]([O:18][CH3:19])=[O:17])=[CH:14][O:15][C:11]=2[CH:10]=1)C1C=CC=CC=1, predict the reaction product. The product is: [OH:8][C:9]1[CH:21]=[CH:20][C:12]2[CH:13]([C:16]([O:18][CH3:19])=[O:17])[CH2:14][O:15][C:11]=2[CH:10]=1. (3) The product is: [NH:5]1[CH:1]=[C:2](/[CH:6]=[CH:7]/[C:8]([O:10][CH2:17][CH2:12][CH2:13][CH3:14])=[O:9])[N:3]=[CH:4]1.[C:12]1([CH3:22])[CH:13]=[CH:14][C:15]([S:18]([OH:21])(=[O:19])=[O:20])=[CH:16][CH:17]=1. Given the reactants [CH:1]1[N:5]=[CH:4][NH:3][C:2]=1/[CH:6]=[CH:7]/[C:8]([OH:10])=[O:9].O.[C:12]1([CH3:22])[CH:17]=[CH:16][C:15]([S:18]([OH:21])(=[O:20])=[O:19])=[CH:14][CH:13]=1, predict the reaction product. (4) Given the reactants [Cl:1][C:2]1[CH:37]=[CH:36][C:5]([CH2:6][CH2:7][NH:8][C:9]([C:11]2[CH:35]=[CH:34][C:14]([O:15][C:16]3[CH:21]=[CH:20][C:19]([CH2:22][C:23]([O:25]C(C)(C)C)=[O:24])=[CH:18][C:17]=3[CH2:30][N:31]([CH3:33])[CH3:32])=[CH:13][CH:12]=2)=[O:10])=[CH:4][CH:3]=1.C(O)(C(F)(F)F)=O, predict the reaction product. The product is: [Cl:1][C:2]1[CH:3]=[CH:4][C:5]([CH2:6][CH2:7][NH:8][C:9]([C:11]2[CH:12]=[CH:13][C:14]([O:15][C:16]3[CH:21]=[CH:20][C:19]([CH2:22][C:23]([OH:25])=[O:24])=[CH:18][C:17]=3[CH2:30][N:31]([CH3:33])[CH3:32])=[CH:34][CH:35]=2)=[O:10])=[CH:36][CH:37]=1. (5) Given the reactants Br[C:2]1[CH:3]=[C:4]2[C:14](=[CH:15][CH:16]=1)[O:13][C:7]1([CH2:12][CH2:11][CH2:10][O:9][CH2:8]1)[CH2:6][C:5]2=[O:17].[C:18]1([C:24]#[CH:25])[CH:23]=[CH:22][CH:21]=[CH:20][CH:19]=1, predict the reaction product. The product is: [C:18]1([C:24]#[C:25][C:2]2[CH:3]=[C:4]3[C:14](=[CH:15][CH:16]=2)[O:13][C:7]2([CH2:12][CH2:11][CH2:10][O:9][CH2:8]2)[CH2:6][C:5]3=[O:17])[CH:23]=[CH:22][CH:21]=[CH:20][CH:19]=1. (6) Given the reactants Cl.[NH2:2][C@@H:3]([CH3:28])[C:4]([N:6]1[CH2:10][C@H:9]([OH:11])[CH2:8][C@H:7]1[C:12]([NH:14][CH2:15][C:16]1[CH:21]=[CH:20][C:19]([C:22]2[S:26][CH:25]=[N:24][C:23]=2[CH3:27])=[CH:18][CH:17]=1)=[O:13])=[O:5].[C:29]([NH:32][C@@H:33]([CH2:37][CH:38]([CH3:40])[CH3:39])[C:34](O)=[O:35])(=[O:31])[CH3:30].CCN(C(C)C)C(C)C.CN(C(ON1N=NC2C=CC=NC1=2)=[N+](C)C)C.F[P-](F)(F)(F)(F)F, predict the reaction product. The product is: [C:29]([NH:32][C@@H:33]([CH2:37][CH:38]([CH3:40])[CH3:39])[C:34]([NH:2][C@@H:3]([CH3:28])[C:4]([N:6]1[CH2:10][C@H:9]([OH:11])[CH2:8][C@H:7]1[C:12]([NH:14][CH2:15][C:16]1[CH:21]=[CH:20][C:19]([C:22]2[S:26][CH:25]=[N:24][C:23]=2[CH3:27])=[CH:18][CH:17]=1)=[O:13])=[O:5])=[O:35])(=[O:31])[CH3:30]. (7) Given the reactants [Cl:1][C:2]1[CH:3]=[CH:4][C:5]([O:12][CH2:13][C:14]([N:16]2[CH2:21][C@H:20]([CH3:22])[N:19]([CH2:23][C:24]3[CH:29]=[CH:28][C:27]([F:30])=[CH:26][CH:25]=3)[CH2:18][C@H:17]2[CH3:31])=[O:15])=[C:6]([CH2:8][C:9]([OH:11])=O)[CH:7]=1.Cl.CN(C)CCCN=C=NCC.[CH3:44][S:45]([NH2:48])(=[O:47])=[O:46].C(N(CC)CC)C, predict the reaction product. The product is: [Cl:1][C:2]1[CH:3]=[CH:4][C:5]([O:12][CH2:13][C:14]([N:16]2[CH2:21][C@H:20]([CH3:22])[N:19]([CH2:23][C:24]3[CH:25]=[CH:26][C:27]([F:30])=[CH:28][CH:29]=3)[CH2:18][C@H:17]2[CH3:31])=[O:15])=[C:6]([CH2:8][C:9]([NH:48][S:45]([CH3:44])(=[O:47])=[O:46])=[O:11])[CH:7]=1. (8) Given the reactants [NH2:1][C:2]1[CH:3]=[CH:4][C:5]([O:8][C:9](=[O:18])[N:10]([CH3:17])[C:11]2[CH:16]=[CH:15][CH:14]=[CH:13][CH:12]=2)=[N:6][CH:7]=1.[CH3:19][O:20][C:21](=[O:24])[CH2:22]Br.C(=O)([O-])[O-].[K+].[K+].C1OCCOCCOCCOCCOCCOC1, predict the reaction product. The product is: [CH3:19][O:20][C:21](=[O:24])[CH2:22][NH:1][C:2]1[CH:7]=[N:6][C:5]([O:8][C:9](=[O:18])[N:10]([CH3:17])[C:11]2[CH:16]=[CH:15][CH:14]=[CH:13][CH:12]=2)=[CH:4][CH:3]=1.